This data is from Catalyst prediction with 721,799 reactions and 888 catalyst types from USPTO. The task is: Predict which catalyst facilitates the given reaction. (1) Reactant: [C:1]([C:3]1[C:4]([CH:15]2[CH2:18][CH2:17][CH2:16]2)=[CH:5][C:6]([CH2:13][CH3:14])=[C:7]([CH:12]=1)[C:8]([O:10][CH3:11])=[O:9])#[N:2].O1CCCC1.P(OCC)(OCC)([S-])=[S:25]. Product: [C:1]([C:3]1[C:4]([CH:15]2[CH2:16][CH2:17][CH2:18]2)=[CH:5][C:6]([CH2:13][CH3:14])=[C:7]([CH:12]=1)[C:8]([O:10][CH3:11])=[O:9])(=[S:25])[NH2:2]. The catalyst class is: 6. (2) Reactant: Cl.O.[OH:3][C:4]12[C:15]3[C:10](=[C:11]([N+:16]([O-])=O)[CH:12]=[CH:13][CH:14]=3)[C:9](=[O:19])[C:8]1([NH:20][C:21]([C:23]1[CH:24]=[N:25][C:26]3[C:31]([CH:32]=1)=[CH:30][CH:29]=[CH:28][CH:27]=3)=[O:22])[C:7]1[CH:33]=[CH:34][C:35]([CH:37]([CH3:39])[CH3:38])=[CH:36][C:6]=1[O:5]2. Product: [NH2:16][C:11]1[CH:12]=[CH:13][CH:14]=[C:15]2[C:10]=1[C:9](=[O:19])[C:8]1([NH:20][C:21]([C:23]3[CH:24]=[N:25][C:26]4[C:31]([CH:32]=3)=[CH:30][CH:29]=[CH:28][CH:27]=4)=[O:22])[C:7]3[CH:33]=[CH:34][C:35]([CH:37]([CH3:39])[CH3:38])=[CH:36][C:6]=3[O:5][C:4]12[OH:3]. The catalyst class is: 186. (3) Reactant: [C:1]([NH:4][CH:5]([C:7]1[CH:16]=[CH:15][C:10]([C:11]([O:13]C)=[O:12])=[CH:9][CH:8]=1)[CH3:6])(=[O:3])[CH3:2].O.[OH-].[Li+].O.CO. Product: [C:1]([NH:4][CH:5]([C:7]1[CH:16]=[CH:15][C:10]([C:11]([OH:13])=[O:12])=[CH:9][CH:8]=1)[CH3:6])(=[O:3])[CH3:2]. The catalyst class is: 7. (4) Reactant: [CH3:1][NH:2][CH3:3].C(N(CC)CC)C.[CH:11]1([C:14]2[N:19]=[C:18]([C:20]3[NH:37][C:23]4=[N:24][C:25]([N:28]5[CH2:33][CH2:32][CH2:31][C@@H:30]([C:34](O)=[O:35])[CH2:29]5)=[CH:26][CH:27]=[C:22]4[N:21]=3)[CH:17]=[CH:16][N:15]=2)[CH2:13][CH2:12]1.F[P-](F)(F)(F)(F)F.N1(OC(N(C)C)=[N+](C)C)C2N=CC=CC=2N=N1. Product: [CH:11]1([C:14]2[N:19]=[C:18]([C:20]3[NH:37][C:23]4=[N:24][C:25]([N:28]5[CH2:33][CH2:32][CH2:31][C@@H:30]([C:34]([N:2]([CH3:3])[CH3:1])=[O:35])[CH2:29]5)=[CH:26][CH:27]=[C:22]4[N:21]=3)[CH:17]=[CH:16][N:15]=2)[CH2:13][CH2:12]1. The catalyst class is: 9. (5) Reactant: [CH3:1][O:2][C:3]1[CH:4]=[C:5]([CH2:10][OH:11])[CH:6]=[C:7]([CH3:9])[CH:8]=1.I(C1C=CC=CC=1C(O)=O)(=O)=O.C(OCC)(=O)C.O. Product: [CH3:1][O:2][C:3]1[CH:4]=[C:5]([CH:6]=[C:7]([CH3:9])[CH:8]=1)[CH:10]=[O:11]. The catalyst class is: 16. (6) Reactant: C[O:2][C:3](=[O:31])[CH2:4][O:5][C:6]1[CH:15]=[CH:14][C:13]([F:16])=[C:12]2[C:7]=1[C:8]([O:27][CH:28]([F:30])[F:29])=[C:9]([CH2:19][C:20]1[CH:25]=[CH:24][C:23]([F:26])=[CH:22][CH:21]=1)[C:10]([CH2:17][CH3:18])=[N:11]2.CO.O1CCCC1.[OH-].[Li+]. Product: [F:30][CH:28]([F:29])[O:27][C:8]1[C:7]2[C:12](=[C:13]([F:16])[CH:14]=[CH:15][C:6]=2[O:5][CH2:4][C:3]([OH:31])=[O:2])[N:11]=[C:10]([CH2:17][CH3:18])[C:9]=1[CH2:19][C:20]1[CH:21]=[CH:22][C:23]([F:26])=[CH:24][CH:25]=1. The catalyst class is: 6. (7) Product: [CH3:16][N:15]1[C:11]([C:7]2[CH:6]=[C:5]3[C:10](=[CH:9][CH:8]=2)[N:2]([S:27]([CH3:26])(=[O:29])=[O:28])[CH2:3][CH2:4]3)=[CH:12][CH:13]=[C:14]1[C:17]#[N:18]. The catalyst class is: 124. Reactant: Cl.[NH:2]1[C:10]2[C:5](=[CH:6][C:7]([C:11]3[N:15]([CH3:16])[C:14]([C:17]#[N:18])=[CH:13][CH:12]=3)=[CH:8][CH:9]=2)[CH2:4][CH2:3]1.C(N(CC)CC)C.[CH3:26][S:27](Cl)(=[O:29])=[O:28].